From a dataset of Full USPTO retrosynthesis dataset with 1.9M reactions from patents (1976-2016). Predict the reactants needed to synthesize the given product. (1) The reactants are: [AlH3].[CH3:2][N:3]([CH2:5][CH2:6]O)[CH3:4].C(Cl)Cl.[NH3:11].[OH:12][S:13]([OH:16])(=O)=O.N.[C:18]1([CH3:24])[CH:23]=[CH:22][CH:21]=[CH:20][CH:19]=1. Given the product [C:22]1([NH:11][S:13]([C:20]2[CH:19]=[C:18]3[C:23](=[CH:22][CH:21]=2)[CH2:20][C:21]([CH3:22])=[C:24]3[CH2:6][CH2:5][N:3]([CH3:4])[CH3:2])(=[O:16])=[O:12])[C:23]2[C:18](=[CH:24][CH:19]=[CH:18][CH:23]=2)[CH:19]=[CH:20][CH:21]=1, predict the reactants needed to synthesize it. (2) Given the product [NH2:1][C@H:2]([C:7]([O-:9])=[O:8])[CH2:3][C:4]([O-:6])=[O:5].[NH4+:10].[NH4+:1], predict the reactants needed to synthesize it. The reactants are: [NH2:1][C@H:2]([C:7]([O-:9])=[O:8])[CH2:3][C:4]([O-:6])=[O:5].[NH2:10][C@H](C(O)=O)CC(=O)N. (3) Given the product [Cl:1][C:2]1[CH:3]=[CH:4][C:5]([F:27])=[C:6]([S:8]([NH:11][C:12]2[CH:13]=[CH:14][C:15]([C:29]3[N:34]=[C:33]4[NH:35][N:36]=[CH:37][C:32]4=[C:31]([CH3:44])[N:30]=3)=[CH:16][CH:17]=2)(=[O:9])=[O:10])[CH:7]=1, predict the reactants needed to synthesize it. The reactants are: [Cl:1][C:2]1[CH:3]=[CH:4][C:5]([F:27])=[C:6]([S:8]([NH:11][C:12]2[CH:17]=[CH:16][C:15](B3OC(C)(C)C(C)(C)O3)=[CH:14][CH:13]=2)(=[O:10])=[O:9])[CH:7]=1.Cl[C:29]1[N:34]=[C:33]2[N:35](C3CCCCO3)[N:36]=[CH:37][C:32]2=[C:31]([CH3:44])[N:30]=1.C(=O)([O-])[O-].[Cs+].[Cs+].O. (4) Given the product [OH:51][CH2:50][CH2:49][O:52][C:2]1[CH:11]=[C:10]2[C:5]([CH:6]=[C:7]([C:18]3[CH:19]=[CH:20][C:21]4[O:26][CH2:25][C:24](=[O:27])[NH:23][C:22]=4[CH:28]=3)[CH:8]([C:12]3[CH:17]=[CH:16][CH:15]=[CH:14][CH:13]=3)[O:9]2)=[CH:4][CH:3]=1, predict the reactants needed to synthesize it. The reactants are: I[C:2]1[CH:11]=[C:10]2[C:5]([CH:6]=[C:7]([C:18]3[CH:19]=[CH:20][C:21]4[O:26][CH2:25][C:24](=[O:27])[NH:23][C:22]=4[CH:28]=3)[CH:8]([C:12]3[CH:17]=[CH:16][CH:15]=[CH:14][CH:13]=3)[O:9]2)=[CH:4][CH:3]=1.N1C2C(=CC=C3C=2N=CC=C3)C=CC=1.C(=O)([O-])[O-].[Cs+].[Cs+].[CH2:49]([OH:52])[CH2:50][OH:51]. (5) Given the product [OH:22][CH:20]1[CH2:6][N:7]([S:39]([N:35]2[C:36]3[C:32](=[CH:31][C:30]([I:29])=[CH:38][CH:37]=3)[CH:33]=[C:34]2[C:48]([NH2:57])=[O:50])(=[O:40])=[O:41])[CH2:8]1, predict the reactants needed to synthesize it. The reactants are: ClC1C=C2[C:8](=CC=1)[N:7](S(C1C=CC=CC=1)(=O)=O)[C:6]([C:20]([O:22]CC)=O)=C2S(Cl)(=O)=O.[I:29][C:30]1[CH:31]=[C:32]2[C:36](=[CH:37][CH:38]=1)[N:35]([S:39](C1C=CC=CC=1)(=[O:41])=[O:40])[C:34]([C:48]([O:50]CC)=O)=[C:33]2S(Cl)(=O)=O.[NH:57]1CCOCC1.OC1CNC1. (6) Given the product [F:1][C:2]1[CH:3]=[C:4]([C:10]2[CH:11]=[CH:12][C:13]([S:16][CH:17]([CH2:22][CH2:23][N:24]3[C:29](=[O:30])[C:28]4[CH:31]=[C:32]([O:35][CH3:36])[CH:33]=[CH:34][C:27]=4[N:26]=[N:25]3)[C:18]([OH:20])=[O:19])=[CH:14][CH:15]=2)[CH:5]=[CH:6][C:7]=1[O:8][CH3:9], predict the reactants needed to synthesize it. The reactants are: [F:1][C:2]1[CH:3]=[C:4]([C:10]2[CH:15]=[CH:14][C:13]([S:16][CH:17]([CH2:22][CH2:23][N:24]3[C:29](=[O:30])[C:28]4[CH:31]=[C:32]([O:35][CH3:36])[CH:33]=[CH:34][C:27]=4[N:26]=[N:25]3)[C:18]([O:20]C)=[O:19])=[CH:12][CH:11]=2)[CH:5]=[CH:6][C:7]=1[O:8][CH3:9].[OH-].[Li+].S(=O)(O)[O-].[Na+]. (7) Given the product [CH2:20]([C:4]1[C:5]([CH:8]2[C:16](=[O:17])[CH:15]3[CH:10]([CH:11]4[O:18][CH:14]3[CH2:13][CH2:12]4)[C:9]2=[O:19])=[CH:6][CH:7]=[C:2]([C:26]2[CH:27]=[CH:28][C:23]([F:22])=[CH:24][CH:25]=2)[CH:3]=1)[CH3:21], predict the reactants needed to synthesize it. The reactants are: Br[C:2]1[CH:7]=[CH:6][C:5]([CH:8]2[C:16](=[O:17])[CH:15]3[CH:10]([CH:11]4[O:18][CH:14]3[CH2:13][CH2:12]4)[C:9]2=[O:19])=[C:4]([CH2:20][CH3:21])[CH:3]=1.[F:22][C:23]1[CH:28]=[CH:27][C:26](B(O)O)=[CH:25][CH:24]=1.[F-].[Cs+].ClCCl. (8) Given the product [OH:16][CH2:17][C@H:18]1[N:23]([CH2:14][CH:12]([OH:13])[C:8]2[CH:9]=[C:10]3[C:5](=[CH:6][CH:7]=2)[C:4](=[O:15])[O:3][C@H:2]([CH3:1])[CH2:11]3)[CH2:22][CH2:21][N:20]([C:24]([O:26][C:27]([CH3:30])([CH3:29])[CH3:28])=[O:25])[CH2:19]1, predict the reactants needed to synthesize it. The reactants are: [CH3:1][C@@H:2]1[CH2:11][C:10]2[C:5](=[CH:6][CH:7]=[C:8]([CH:12]3[CH2:14][O:13]3)[CH:9]=2)[C:4](=[O:15])[O:3]1.[OH:16][CH2:17][C@H:18]1[NH:23][CH2:22][CH2:21][N:20]([C:24]([O:26][C:27]([CH3:30])([CH3:29])[CH3:28])=[O:25])[CH2:19]1. (9) Given the product [CH2:1]([C@H:3]([NH:10][C:11]([C:13]1[C:22]2[C:17](=[CH:18][CH:19]=[CH:20][CH:21]=2)[N:16]=[C:15]([C:23]2[CH:24]=[CH:25][CH:26]=[CH:27][CH:28]=2)[C:14]=1[O:29][CH2:30][CH2:31][N:32]1[C:33](=[O:36])[CH2:34][NH:35][C:38]1([CH3:40])[CH3:37])=[O:12])[C:4]1[CH:9]=[CH:8][CH:7]=[CH:6][CH:5]=1)[CH3:2], predict the reactants needed to synthesize it. The reactants are: [CH2:1]([C@H:3]([NH:10][C:11]([C:13]1[C:22]2[C:17](=[CH:18][CH:19]=[CH:20][CH:21]=2)[N:16]=[C:15]([C:23]2[CH:28]=[CH:27][CH:26]=[CH:25][CH:24]=2)[C:14]=1[O:29][CH2:30][CH2:31][NH:32][C:33](=[O:36])[CH2:34][NH2:35])=[O:12])[C:4]1[CH:9]=[CH:8][CH:7]=[CH:6][CH:5]=1)[CH3:2].[CH3:37][C:38]([CH3:40])=O.O(C(C)C)C(C)C.